From a dataset of Experimentally validated miRNA-target interactions with 360,000+ pairs, plus equal number of negative samples. Binary Classification. Given a miRNA mature sequence and a target amino acid sequence, predict their likelihood of interaction. The miRNA is hsa-miR-4804-5p with sequence UUGGACGGUAAGGUUAAGCAA. The protein sequence of the target gene is MSVPEPPPPDGVLTGPSDSLEAGEPTPGLSDTSPDEGLIEDFPVDDRAVEHLVGGLLSHYLPDLQRSKRALQELTQNQVVLLDTLEQEISKFKECHSMLDINALFTEAKHYHAKLVTIRKEMLLLHEKTSKLKKRALKLQQKRQREELEREQQREKEFEREKQLTAKPAKRT. Result: 0 (no interaction).